This data is from Catalyst prediction with 721,799 reactions and 888 catalyst types from USPTO. The task is: Predict which catalyst facilitates the given reaction. (1) Reactant: [Br:1][C:2]1[CH:7]=[C:6]([N+:8]([O-])=O)[CH:5]=[C:4]([Br:11])[N+:3]=1[O-].O. Product: [Br:1][C:2]1[CH:7]=[C:6]([NH2:8])[CH:5]=[C:4]([Br:11])[N:3]=1. The catalyst class is: 180. (2) Reactant: [CH3:1][C:2]1[CH:3]=[C:4]([O:14][S:15]([C:18]2[CH:23]=[CH:22][CH:21]=[CH:20][C:19]=2[S:24]([N:27]2[CH2:32][CH2:31][N:30]([CH3:33])[CH2:29][CH2:28]2)(=[O:26])=[O:25])(=[O:17])=[O:16])[CH:5]=[C:6]([CH:13]=1)[O:7][CH2:8][CH2:9][CH2:10][O:11][NH2:12].[ClH:34].[N:35]1([C:40](N)=[NH:41])C=CC=N1. Product: [ClH:34].[CH3:1][C:2]1[CH:3]=[C:4]([O:14][S:15]([C:18]2[CH:23]=[CH:22][CH:21]=[CH:20][C:19]=2[S:24]([N:27]2[CH2:28][CH2:29][N:30]([CH3:33])[CH2:31][CH2:32]2)(=[O:25])=[O:26])(=[O:17])=[O:16])[CH:5]=[C:6]([CH:13]=1)[O:7][CH2:8][CH2:9][CH2:10][O:11][NH:12][C:40]([NH2:41])=[NH:35]. The catalyst class is: 9.